Dataset: Forward reaction prediction with 1.9M reactions from USPTO patents (1976-2016). Task: Predict the product of the given reaction. (1) Given the reactants [OH:1][C:2]1[CH:7]=[CH:6][C:5]([C:8]2[N:9]=[C:10]3[CH:15]=[CH:14][C:13]([OH:16])=[CH:12][N:11]3[CH:17]=2)=[CH:4][CH:3]=1.C(=O)([O-])[O-].[K+].[K+].Br[CH2:25][CH2:26][CH2:27][F:28], predict the reaction product. The product is: [F:28][CH2:27][CH2:26][CH2:25][O:16][C:13]1[CH:14]=[CH:15][C:10]2[N:11]([CH:17]=[C:8]([C:5]3[CH:4]=[CH:3][C:2]([OH:1])=[CH:7][CH:6]=3)[N:9]=2)[CH:12]=1. (2) Given the reactants [C:1]([O:5][C:6]([N:8]1[CH2:13][CH2:12][CH:11]([S:14]([C:17]2[CH:22]=[CH:21][C:20](Br)=[CH:19][CH:18]=2)(=[O:16])=[O:15])[CH2:10][CH2:9]1)=[O:7])([CH3:4])([CH3:3])[CH3:2].[C:24]([NH2:27])(=[O:26])[CH3:25].CC1(C)C2C(=C(P(C3C=CC=CC=3)C3C=CC=CC=3)C=CC=2)OC2C(P(C3C=CC=CC=3)C3C=CC=CC=3)=CC=CC1=2.C(=O)([O-])[O-].[Cs+].[Cs+], predict the reaction product. The product is: [C:1]([O:5][C:6]([N:8]1[CH2:13][CH2:12][CH:11]([S:14]([C:17]2[CH:22]=[CH:21][C:20]([NH:27][C:24](=[O:26])[CH3:25])=[CH:19][CH:18]=2)(=[O:16])=[O:15])[CH2:10][CH2:9]1)=[O:7])([CH3:4])([CH3:3])[CH3:2].